Dataset: Full USPTO retrosynthesis dataset with 1.9M reactions from patents (1976-2016). Task: Predict the reactants needed to synthesize the given product. (1) The reactants are: COC([C@@H]1C[C@@H](S(C2C=CC=CC=2C(F)(F)F)(=O)=O)CN1C(=S)CC(=O)C)=O.COC([C@H]1C[C@@H](S(C2C=CC=CC=2C(F)(F)F)(=O)=O)CN1C(=S)CC(=O)C)=O.Cl.Cl.C(NN)C1C=CC=CC=1.[CH3:68][O:69][C:70]([C@H:72]1[CH2:76][C@@H:75]([S:77]([C:80]2[CH:85]=[CH:84][CH:83]=[CH:82][C:81]=2[C:86]([F:89])([F:88])[F:87])(=[O:79])=[O:78])[CH2:74][N:73]1[C:90]1[N:91]([CH2:96][C:97]2[CH:102]=[CH:101][CH:100]=[CH:99][CH:98]=2)[N:92]=[C:93]([CH3:95])[CH:94]=1)=[O:71]. Given the product [CH3:68][O:69][C:70]([C@@H:72]1[CH2:76][C@@H:75]([S:77]([C:80]2[CH:85]=[CH:84][CH:83]=[CH:82][C:81]=2[C:86]([F:87])([F:88])[F:89])(=[O:78])=[O:79])[CH2:74][N:73]1[C:90]1[N:91]([CH2:96][C:97]2[CH:98]=[CH:99][CH:100]=[CH:101][CH:102]=2)[N:92]=[C:93]([CH3:95])[CH:94]=1)=[O:71], predict the reactants needed to synthesize it. (2) Given the product [C:1]([O:5][C@@H:6]([C:11]1[C:16]([CH3:17])=[CH:15][N:14]2[N:18]=[C:19]([C:21](=[O:23])[NH:45][CH2:44][C:41]3[CH:42]=[CH:43][C:38]([F:37])=[C:39]([CH3:46])[CH:40]=3)[CH:20]=[C:13]2[C:12]=1[C:24]1[C:33]2[C:28]3=[C:29]([CH2:34][CH2:35][O:36][C:27]3=[CH:26][CH:25]=1)[CH:30]=[CH:31][N:32]=2)[C:7]([OH:9])=[O:8])([CH3:2])([CH3:3])[CH3:4], predict the reactants needed to synthesize it. The reactants are: [C:1]([O:5][C@@H:6]([C:11]1[C:16]([CH3:17])=[CH:15][N:14]2[N:18]=[C:19]([C:21]([OH:23])=O)[CH:20]=[C:13]2[C:12]=1[C:24]1[C:33]2[C:28]3=[C:29]([CH2:34][CH2:35][O:36][C:27]3=[CH:26][CH:25]=1)[CH:30]=[CH:31][N:32]=2)[C:7]([O:9]C)=[O:8])([CH3:4])([CH3:3])[CH3:2].[F:37][C:38]1[CH:43]=[CH:42][C:41]([CH2:44][NH2:45])=[CH:40][C:39]=1[CH3:46].CCN(C(C)C)C(C)C.CN(C(ON1N=NC2C=CC=NC1=2)=[N+](C)C)C.F[P-](F)(F)(F)(F)F.[OH-].[Na+]. (3) Given the product [CH2:28]([N:8]([C:6](=[O:7])[C:5]1[CH:20]=[C:21]([O:24][CH3:25])[CH:22]=[CH:23][C:4]=1[Br:3])[C:9]1[CH:10]=[C:11]([CH:16]=[CH:17][C:18]=1[CH3:19])[C:12]([O:14][CH3:15])=[O:13])[CH:27]=[CH2:26], predict the reactants needed to synthesize it. The reactants are: [H-].[Na+].[Br:3][C:4]1[CH:23]=[CH:22][C:21]([O:24][CH3:25])=[CH:20][C:5]=1[C:6]([NH:8][C:9]1[CH:10]=[C:11]([CH:16]=[CH:17][C:18]=1[CH3:19])[C:12]([O:14][CH3:15])=[O:13])=[O:7].[CH2:26](Br)[CH:27]=[CH2:28]. (4) Given the product [CH2:1]([C:5]1[N:6]([CH3:32])[C:7]2[C:16]3[CH:15]=[C:14]([O:17][CH2:18][C:19]4[CH:24]=[CH:23][C:22]([O:25][C:26]([F:29])([F:28])[F:27])=[CH:21][CH:20]=4)[CH:13]=[CH:12][C:11]=3[N:10]=[C:9]([NH2:38])[C:8]=2[N:31]=1)[CH2:2][CH2:3][CH3:4], predict the reactants needed to synthesize it. The reactants are: [CH2:1]([C:5]1[N:6]([CH3:32])[C:7]2[C:16]3[CH:15]=[C:14]([O:17][CH2:18][C:19]4[CH:24]=[CH:23][C:22]([O:25][C:26]([F:29])([F:28])[F:27])=[CH:21][CH:20]=4)[CH:13]=[CH:12][C:11]=3[N+:10]([O-])=[CH:9][C:8]=2[N:31]=1)[CH2:2][CH2:3][CH3:4].C(C1[N:38](C)C2C3C=C(OCCCCCCOCCCCC4C=CC=CC=4)C=CC=3[N+]([O-])=CC=2N=1)CCC.